From a dataset of Full USPTO retrosynthesis dataset with 1.9M reactions from patents (1976-2016). Predict the reactants needed to synthesize the given product. (1) Given the product [CH2:3]([N:10]1[CH2:26][CH2:25][N:13]2[C:14]3[CH:22]=[CH:21][C:20]([O:23][CH3:24])=[CH:19][C:15]=3[CH2:16][CH2:17][CH2:18][CH:12]2[CH2:11]1)[C:4]1[CH:9]=[CH:8][CH:7]=[CH:6][CH:5]=1, predict the reactants needed to synthesize it. The reactants are: [BH4-].[Na+].[CH2:3]([N:10]1[CH2:26][C:25](=O)[N:13]2[C:14]3[CH:22]=[CH:21][C:20]([O:23][CH3:24])=[CH:19][C:15]=3[CH2:16][CH2:17][CH2:18][CH:12]2[C:11]1=O)[C:4]1[CH:9]=[CH:8][CH:7]=[CH:6][CH:5]=1.B(F)(F)F.Cl.[OH-].[Na+]. (2) Given the product [CH2:14]([O:13][CH2:12][C@@H:11]([OH:21])[CH2:10][O:9][C@@H:8]([C@H:6]1[O:5][N:4]=[C:3]([C:1]#[CH:2])[CH2:7]1)[CH2:22][OH:23])[C:15]1[CH:20]=[CH:19][CH:18]=[CH:17][CH:16]=1, predict the reactants needed to synthesize it. The reactants are: [C:1]([C:3]1[CH2:7][C@@H:6]([C@@H:8]([CH2:22][O:23][Si](C2C=CC=CC=2)(C2C=CC=CC=2)C(C)(C)C)[O:9][CH2:10][C@H:11]([OH:21])[CH2:12][O:13][CH2:14][C:15]2[CH:20]=[CH:19][CH:18]=[CH:17][CH:16]=2)[O:5][N:4]=1)#[CH:2].C(O)(=O)C.CCCC[N+](CCCC)(CCCC)CCCC.[F-]. (3) Given the product [NH2:1][C:2]1[N:7]=[C:6]([N:8]2[C@H:13]([CH3:14])[CH2:12][CH2:11][C@H:10]([C:15]([NH:67][CH2:66][CH:60]3[CH2:65][CH2:64][CH2:63][CH2:62][CH2:61]3)=[O:17])[CH2:9]2)[CH:5]=[C:4]([C:18]2[CH:23]=[CH:22][C:21]([C:24]#[N:25])=[C:20]([F:26])[CH:19]=2)[N:3]=1, predict the reactants needed to synthesize it. The reactants are: [NH2:1][C:2]1[N:7]=[C:6]([N:8]2[C@H:13]([CH3:14])[CH2:12][CH2:11][C@H:10]([C:15]([OH:17])=O)[CH2:9]2)[CH:5]=[C:4]([C:18]2[CH:23]=[CH:22][C:21]([C:24]#[N:25])=[C:20]([F:26])[CH:19]=2)[N:3]=1.CN(C(ON1N=NC2C=CC=NC1=2)=[N+](C)C)C.F[P-](F)(F)(F)(F)F.CCN(C(C)C)C(C)C.[CH:60]1([CH2:66][NH2:67])[CH2:65][CH2:64][CH2:63][CH2:62][CH2:61]1. (4) Given the product [C:2](=[O:3])([O:9][CH2:8][C:7]([F:11])([F:10])[F:6])[O:4][CH3:5], predict the reactants needed to synthesize it. The reactants are: Cl[C:2]([O:4][CH3:5])=[O:3].[F:6][C:7]([F:11])([F:10])[CH2:8][OH:9].N1C=CC=CC=1.